This data is from Forward reaction prediction with 1.9M reactions from USPTO patents (1976-2016). The task is: Predict the product of the given reaction. Given the reactants [O:1]([C:8]1[CH:13]=[CH:12][CH:11]=[CH:10][C:9]=1[C:14]1[N:15]=[N:16][NH:17][C:18]=1[C:19]([O:21]CC)=O)[C:2]1[CH:7]=[CH:6][CH:5]=[CH:4][CH:3]=1.[OH-].[Li+].Cl.[CH3:27][C@H:28]1[C@H:36]([NH2:37])[CH2:35][C@H:31]2[C:32]([CH3:34])([CH3:33])[C@@H:29]1[CH2:30]2.C(N(CC)CC)C.CN(C(ON1N=NC2C=CC=CC1=2)=[N+](C)C)C.F[P-](F)(F)(F)(F)F, predict the reaction product. The product is: [O:1]([C:8]1[CH:13]=[CH:12][CH:11]=[CH:10][C:9]=1[C:14]1[N:15]=[N:16][NH:17][C:18]=1[C:19]([NH:37][C@@H:36]1[CH2:35][C@H:31]2[CH2:30][C@@H:29]([C:32]2([CH3:34])[CH3:33])[C@H:28]1[CH3:27])=[O:21])[C:2]1[CH:3]=[CH:4][CH:5]=[CH:6][CH:7]=1.